Dataset: Full USPTO retrosynthesis dataset with 1.9M reactions from patents (1976-2016). Task: Predict the reactants needed to synthesize the given product. Given the product [C:23]([O:22][C:20]([N:12]1[CH2:11][CH2:10][N:9]2[CH:14]([C:15](=[O:19])[NH:16][C:17]3[C:8]2=[N:7][CH:6]=[C:5]([CH2:3][OH:2])[CH:18]=3)[CH2:13]1)=[O:21])([CH3:26])([CH3:24])[CH3:25], predict the reactants needed to synthesize it. The reactants are: C[O:2][C:3]([C:5]1[CH:18]=[C:17]2[C:8]([N:9]3[CH:14]([C:15](=[O:19])[NH:16]2)[CH2:13][N:12]([C:20]([O:22][C:23]([CH3:26])([CH3:25])[CH3:24])=[O:21])[CH2:11][CH2:10]3)=[N:7][CH:6]=1)=O.[H-].[Na+].[H-].[Al+3].[Li+].[H-].[H-].[H-].CO.